From a dataset of Forward reaction prediction with 1.9M reactions from USPTO patents (1976-2016). Predict the product of the given reaction. Given the reactants [Br:1]N1C(=O)CCC1=O.[C:9]1([N:15]2[CH2:21][CH2:20][CH2:19][CH2:18][CH2:17][CH2:16]2)[CH:14]=[CH:13][CH:12]=[CH:11][CH:10]=1, predict the reaction product. The product is: [Br:1][C:12]1[CH:13]=[CH:14][C:9]([N:15]2[CH2:21][CH2:20][CH2:19][CH2:18][CH2:17][CH2:16]2)=[CH:10][CH:11]=1.